Dataset: Full USPTO retrosynthesis dataset with 1.9M reactions from patents (1976-2016). Task: Predict the reactants needed to synthesize the given product. (1) The reactants are: C(O)(C(F)(F)F)=O.[CH3:8][C:9]1[CH:14]=[C:13]([CH3:15])[CH:12]=[CH:11][C:10]=1[CH:16](O)[C:17]1[CH:18]=[C:19]([NH:23][S:24]([CH3:27])(=[O:26])=[O:25])[CH:20]=[CH:21][CH:22]=1.[N-:29]=[N+:30]=[N-:31].[Na+].C([O-])(O)=O.[Na+]. Given the product [N:29]([CH:16]([C:10]1[CH:11]=[CH:12][C:13]([CH3:15])=[CH:14][C:9]=1[CH3:8])[C:17]1[CH:18]=[C:19]([NH:23][S:24]([CH3:27])(=[O:26])=[O:25])[CH:20]=[CH:21][CH:22]=1)=[N+:30]=[N-:31], predict the reactants needed to synthesize it. (2) The reactants are: [N+:1]([C:4]1[CH:5]=[C:6]2[C:10](=[CH:11][CH:12]=1)[N:9]([CH2:13][O:14][CH2:15][CH2:16][Si:17]([CH3:20])([CH3:19])[CH3:18])[N:8]=[CH:7]2)([O-])=O.[H][H]. Given the product [NH2:1][C:4]1[CH:5]=[C:6]2[C:10](=[CH:11][CH:12]=1)[N:9]([CH2:13][O:14][CH2:15][CH2:16][Si:17]([CH3:20])([CH3:19])[CH3:18])[N:8]=[CH:7]2, predict the reactants needed to synthesize it. (3) The reactants are: [CH3:1][C:2]1[O:6][C:5]([C:7]([NH:9][C:10]([C:13]2[N:19]([CH3:20])[C:17](=[O:18])[C:16]([OH:21])=[C:15]([C:22]([NH:24][CH2:25][C:26]3[CH:27]=[CH:28][C:29]([F:32])=[CH:30][CH:31]=3)=[O:23])[N:14]=2)([CH3:12])[CH3:11])=[O:8])=[N:4][N:3]=1.[NH:33]([CH2:35][C@@H:36]([C@H:38]([C@@H:40]([C@@H:42]([CH2:44][OH:45])[OH:43])[OH:41])[OH:39])[OH:37])[CH3:34].C1COCC1. Given the product [CH3:1][C:2]1[O:6][C:5]([C:7]([NH:9][C:10]([C:13]2[N:19]([CH3:20])[C:17](=[O:18])[C:16]([OH:21])=[C:15]([C:22]([NH:24][CH2:25][C:26]3[CH:27]=[CH:28][C:29]([F:32])=[CH:30][CH:31]=3)=[O:23])[N:14]=2)([CH3:12])[CH3:11])=[O:8])=[N:4][N:3]=1.[NH:33]([CH2:35][C@@H:36]([C@H:38]([C@@H:40]([C@@H:42]([CH2:44][OH:45])[OH:43])[OH:41])[OH:39])[OH:37])[CH3:34], predict the reactants needed to synthesize it. (4) Given the product [Si:11]([O:10][CH2:9][CH:8]1[CH2:18][CH:19]([C:40]2[S:41][CH:42]=[C:43]([Cl:45])[N:44]=2)[C:20]2[N:21]1[C:22]([C:33]1[CH:38]=[CH:37][CH:36]=[C:35]([F:39])[CH:34]=1)=[C:23]1[C:28](=[O:29])[N:27]([CH3:30])[C:26](=[O:31])[N:25]([CH3:32])[C:24]1=2)([C:14]([CH3:15])([CH3:16])[CH3:17])([CH3:12])[CH3:13], predict the reactants needed to synthesize it. The reactants are: [H-].[Na+].CS(O[CH:8]([CH2:18][CH:19]([C:40]1[S:41][CH:42]=[C:43]([Cl:45])[N:44]=1)[C:20]1[NH:21][C:22]([C:33]2[CH:38]=[CH:37][CH:36]=[C:35]([F:39])[CH:34]=2)=[C:23]2[C:28](=[O:29])[N:27]([CH3:30])[C:26](=[O:31])[N:25]([CH3:32])[C:24]=12)[CH2:9][O:10][Si:11]([C:14]([CH3:17])([CH3:16])[CH3:15])([CH3:13])[CH3:12])(=O)=O. (5) The reactants are: [N+:1]([C:4]1[CH:5]=[C:6]([CH:9]=[C:10]([N+:12]([O-:14])=[O:13])[CH:11]=1)[CH2:7][OH:8])([O-:3])=[O:2].[F:15][C:16]([F:42])([F:41])[CH2:17][CH2:18][CH2:19][O:20][C:21]1[CH:40]=[CH:39][C:24]([C:25]([O:27][C:28]2[CH:33]=[CH:32][C:31](/[CH:34]=[CH:35]/[C:36](O)=[O:37])=[CH:30][CH:29]=2)=[O:26])=[CH:23][CH:22]=1.Cl.CN(C)CCCN=C=NCC. Given the product [F:15][C:16]([F:41])([F:42])[CH2:17][CH2:18][CH2:19][O:20][C:21]1[CH:40]=[CH:39][C:24]([C:25]([O:27][C:28]2[CH:33]=[CH:32][C:31](/[CH:34]=[CH:35]/[C:36]([O:8][CH2:7][C:6]3[CH:5]=[C:4]([N+:1]([O-:3])=[O:2])[CH:11]=[C:10]([N+:12]([O-:14])=[O:13])[CH:9]=3)=[O:37])=[CH:30][CH:29]=2)=[O:26])=[CH:23][CH:22]=1, predict the reactants needed to synthesize it. (6) Given the product [Br:10][C:11]1[CH:16]=[CH:15][C:14]([CH:17]([NH:19][C:6](=[O:9])[CH2:7][CH3:8])[CH3:18])=[CH:13][CH:12]=1, predict the reactants needed to synthesize it. The reactants are: [C:6](O[C:6](=[O:9])[CH2:7][CH3:8])(=[O:9])[CH2:7][CH3:8].[Br:10][C:11]1[CH:16]=[CH:15][C:14]([CH:17]([NH2:19])[CH3:18])=[CH:13][CH:12]=1.C(N(CC)CC)C.